This data is from Full USPTO retrosynthesis dataset with 1.9M reactions from patents (1976-2016). The task is: Predict the reactants needed to synthesize the given product. (1) Given the product [C:33]([CH2:32][C@H:29]1[CH2:30][CH2:31][C@H:26]([C:23]2[CH:22]=[CH:21][C:20]([NH:19][C:17]([CH2:16][CH2:15][NH:14][C:12]([C:10]3[N:11]=[C:7]([C:1]4[CH:2]=[CH:3][CH:4]=[CH:5][CH:6]=4)[O:8][C:9]=3[C:36]([F:39])([F:38])[F:37])=[O:13])=[O:18])=[CH:25][CH:24]=2)[CH2:27][CH2:28]1)(=[O:35])[NH2:49], predict the reactants needed to synthesize it. The reactants are: [C:1]1([C:7]2[O:8][C:9]([C:36]([F:39])([F:38])[F:37])=[C:10]([C:12]([NH:14][CH2:15][CH2:16][C:17]([NH:19][C:20]3[CH:25]=[CH:24][C:23]([C@H:26]4[CH2:31][CH2:30][C@H:29]([CH2:32][C:33]([OH:35])=O)[CH2:28][CH2:27]4)=[CH:22][CH:21]=3)=[O:18])=[O:13])[N:11]=2)[CH:6]=[CH:5][CH:4]=[CH:3][CH:2]=1.ClC(OC(C)C)=O.C([N:49](CC)CC)C.N. (2) Given the product [F:33][C:27]1[CH:28]=[CH:29][C:30]([F:32])=[CH:31][C:26]=1[CH:19]([CH:20]1[CH2:21][CH2:22][O:23][CH2:24][CH2:25]1)[N:5]1[C:6]2[CH:7]=[C:8]([C:15]([O:17][CH3:18])=[O:16])[CH:9]=[CH:10][C:11]=2[C:12]2[N:13]=[CH:14][C:2]([C:39]3[C:35]([CH3:34])=[N:36][O:37][C:38]=3[CH3:49])=[CH:3][C:4]1=2, predict the reactants needed to synthesize it. The reactants are: Br[C:2]1[CH:14]=[N:13][C:12]2[C:11]3[CH:10]=[CH:9][C:8]([C:15]([O:17][CH3:18])=[O:16])=[CH:7][C:6]=3[N:5]([CH:19]([C:26]3[CH:31]=[C:30]([F:32])[CH:29]=[CH:28][C:27]=3[F:33])[CH:20]3[CH2:25][CH2:24][O:23][CH2:22][CH2:21]3)[C:4]=2[CH:3]=1.[CH3:34][C:35]1[C:39](B2OC(C)(C)C(C)(C)O2)=[C:38]([CH3:49])[O:37][N:36]=1.C([O-])([O-])=O.[K+].[K+].O1CCOCC1. (3) Given the product [NH2:10][CH2:9][CH:4]([CH2:3][Si:2]([CH3:11])([CH3:1])[CH3:12])[CH2:5][C:6]([OH:8])=[O:7], predict the reactants needed to synthesize it. The reactants are: [CH3:1][Si:2]([CH3:12])([CH3:11])[CH2:3][CH:4]([C:9]#[N:10])[CH2:5][C:6]([OH:8])=[O:7]. (4) Given the product [OH:2][CH2:1][C:3]1[S:7][C:6]([NH:8][CH2:9][CH2:10][CH2:11][NH:12][C:13](=[O:34])[C@@H:14]([NH:16][C:17](=[O:33])[C@@H:18]([NH:20][C:21](=[O:32])[C@@H:22]([NH:24][C:25](=[O:31])[O:26][C:27]([CH3:29])([CH3:28])[CH3:30])[CH3:23])[CH3:19])[CH3:15])=[N:5][CH:4]=1, predict the reactants needed to synthesize it. The reactants are: [CH:1]([C:3]1[S:7][C:6]([NH:8][CH2:9][CH2:10][CH2:11][NH:12][C:13](=[O:34])[C@@H:14]([NH:16][C:17](=[O:33])[C@@H:18]([NH:20][C:21](=[O:32])[C@@H:22]([NH:24][C:25](=[O:31])[O:26][C:27]([CH3:30])([CH3:29])[CH3:28])[CH3:23])[CH3:19])[CH3:15])=[N:5][CH:4]=1)=[O:2].[BH4-].[Na+]. (5) Given the product [CH2:34]([N:36]([CH2:42][CH3:43])[CH2:37][CH2:38][C:39]([O:20][CH2:19][C@H:17]1[O:16][N:15]=[C:14]([C:11]2[CH:12]=[CH:13][C:8]([C:7]3[CH:6]=[CH:5][C:4]([N:21]4[CH2:25][C@H:24]([CH2:26][N:27]5[CH:31]=[CH:30][N:29]=[N:28]5)[O:23][C:22]4=[O:32])=[CH:3][C:2]=3[F:1])=[CH:9][N:10]=2)[CH2:18]1)=[O:40])[CH3:35], predict the reactants needed to synthesize it. The reactants are: [F:1][C:2]1[CH:3]=[C:4]([N:21]2[CH2:25][C@H:24]([CH2:26][N:27]3[CH:31]=[CH:30][N:29]=[N:28]3)[O:23][C:22]2=[O:32])[CH:5]=[CH:6][C:7]=1[C:8]1[CH:9]=[N:10][C:11]([C:14]2[CH2:18][C@@H:17]([CH2:19][OH:20])[O:16][N:15]=2)=[CH:12][CH:13]=1.Cl.[CH2:34]([N:36]([CH2:42][CH3:43])[CH2:37][CH2:38][C:39](O)=[O:40])[CH3:35].Cl.CN(C)CCCN=C=NCC. (6) The reactants are: [C:1]1([NH:11][C:12](=[S:15])[NH:13][NH2:14])[C:10]2[C:5](=[CH:6][CH:7]=[CH:8][CH:9]=2)[CH:4]=[CH:3][CH:2]=1.[C:16]([C:19]1[C:20](O)=[C:21]([CH:24]=[CH:25][CH:26]=1)C=O)([OH:18])=[O:17].S(NN)(C1C=CC(C)=CC=1)(=O)=O.CN(C)[CH:42]=[O:43]. Given the product [C:16]([C:19]1[CH:26]=[CH:25][C:24]([CH:21]=[N:14][NH:13][C:12]([NH:11][C:1]2[C:10]3[C:5](=[CH:6][CH:7]=[CH:8][CH:9]=3)[CH:4]=[CH:3][CH:2]=2)=[S:15])=[C:42]([OH:43])[CH:20]=1)([OH:18])=[O:17], predict the reactants needed to synthesize it. (7) Given the product [C:1]([O:5][C@@H:6]([C:11]1[C:26]([CH3:27])=[CH:25][C:14]2[N:15]=[C:16]([C:18]3[CH:23]=[CH:22][N:21]=[C:20]([C:42]4[CH:43]=[C:44]5[C:39]([CH:38]=[N:37][N:36]5[CH3:35])=[CH:40][CH:41]=4)[CH:19]=3)[S:17][C:13]=2[C:12]=1[C:28]1[CH:33]=[CH:32][C:31]([Cl:34])=[CH:30][CH:29]=1)[C:7]([OH:9])=[O:8])([CH3:4])([CH3:2])[CH3:3], predict the reactants needed to synthesize it. The reactants are: [C:1]([O:5][C@@H:6]([C:11]1[C:26]([CH3:27])=[CH:25][C:14]2[N:15]=[C:16]([C:18]3[CH:23]=[CH:22][N:21]=[C:20](Cl)[CH:19]=3)[S:17][C:13]=2[C:12]=1[C:28]1[CH:33]=[CH:32][C:31]([Cl:34])=[CH:30][CH:29]=1)[C:7]([O:9]C)=[O:8])([CH3:4])([CH3:3])[CH3:2].[CH3:35][N:36]1[C:44]2[C:39](=[CH:40][CH:41]=[C:42](B(O)O)[CH:43]=2)[CH:38]=[N:37]1.C([O-])([O-])=O.[K+].[K+].